Task: Predict the reactants needed to synthesize the given product.. Dataset: Full USPTO retrosynthesis dataset with 1.9M reactions from patents (1976-2016) (1) Given the product [Br:1][C:2]1[CH:9]=[C:8]([F:10])[C:5]([CH2:6][Br:31])=[C:4]([F:11])[CH:3]=1, predict the reactants needed to synthesize it. The reactants are: [Br:1][C:2]1[CH:9]=[C:8]([F:10])[C:5]([CH2:6]O)=[C:4]([F:11])[CH:3]=1.C1(P(C2C=CC=CC=2)C2C=CC=CC=2)C=CC=CC=1.[Br:31]N1C(=O)CCC1=O. (2) Given the product [CH2:1]([C@@H:8]1[CH2:13][N:12]([CH2:14][C:15]2[CH:16]=[CH:17][CH:18]=[CH:19][CH:20]=2)[CH2:11][CH2:10][N:9]1[C:21](=[O:27])[C:22]([NH:29][NH2:30])=[O:23])[C:2]1[CH:3]=[CH:4][CH:5]=[CH:6][CH:7]=1, predict the reactants needed to synthesize it. The reactants are: [CH2:1]([C@@H:8]1[CH2:13][N:12]([CH2:14][C:15]2[CH:20]=[CH:19][CH:18]=[CH:17][CH:16]=2)[CH2:11][CH2:10][N:9]1[C:21](=[O:27])[C:22](OCC)=[O:23])[C:2]1[CH:7]=[CH:6][CH:5]=[CH:4][CH:3]=1.O.[NH2:29][NH2:30]. (3) Given the product [C:13]([O:17][C:18]([NH:1][C:2]1[CH:3]=[CH:4][CH:5]=[C:6]2[C:11]=1[CH:10]=[C:9]([OH:12])[CH:8]=[CH:7]2)=[O:19])([CH3:16])([CH3:15])[CH3:14], predict the reactants needed to synthesize it. The reactants are: [NH2:1][C:2]1[CH:3]=[CH:4][CH:5]=[C:6]2[C:11]=1[CH:10]=[C:9]([OH:12])[CH:8]=[CH:7]2.[C:13]([O:17][C:18](O[C:18]([O:17][C:13]([CH3:16])([CH3:15])[CH3:14])=[O:19])=[O:19])([CH3:16])([CH3:15])[CH3:14].